Dataset: Catalyst prediction with 721,799 reactions and 888 catalyst types from USPTO. Task: Predict which catalyst facilitates the given reaction. (1) Reactant: Cl.[NH2:2][CH2:3][C:4]([C:6]1[CH:11]=[CH:10][C:9]([Br:12])=[CH:8][CH:7]=1)=[O:5].[C:13]([O:17][C:18]([NH:20][C:21]1([C:25](O)=[O:26])[CH2:24][CH2:23][CH2:22]1)=[O:19])([CH3:16])([CH3:15])[CH3:14].CN(C(ON1N=NC2C=CC=NC1=2)=[N+](C)C)C.F[P-](F)(F)(F)(F)F.CCN(C(C)C)C(C)C. Product: [C:13]([O:17][C:18](=[O:19])[NH:20][C:21]1([C:25](=[O:26])[NH:2][CH2:3][C:4]([C:6]2[CH:11]=[CH:10][C:9]([Br:12])=[CH:8][CH:7]=2)=[O:5])[CH2:24][CH2:23][CH2:22]1)([CH3:16])([CH3:14])[CH3:15]. The catalyst class is: 3. (2) Reactant: [CH3:1][N:2]([C:11](=[O:24])[C:12]([C:14]1[C:22]2[C:17](=[CH:18][CH:19]=[CH:20][CH:21]=2)[N:16]([CH3:23])[CH:15]=1)=O)[N:3]=[C:4]([CH3:10])[CH2:5][S:6]([CH3:9])(=[O:8])=[O:7].CO.O.[OH-].[Li+].Cl. Product: [CH3:1][N:2]1[C:11](=[O:24])[C:12]([C:14]2[C:22]3[C:17](=[CH:18][CH:19]=[CH:20][CH:21]=3)[N:16]([CH3:23])[CH:15]=2)=[C:5]([S:6]([CH3:9])(=[O:8])=[O:7])[C:4]([CH3:10])=[N:3]1. The catalyst class is: 11. (3) Reactant: [H-].[H-].[H-].[H-].[Li+].[Al+3].[CH3:7][O:8][C:9]1[CH:10]=[C:11]([C:17]2[CH:21]=[C:20]([C:22]([F:25])([F:24])[F:23])O[N:18]=2)[CH:12]=[CH:13][C:14]=1[O:15][CH3:16]. Product: [CH3:7][O:8][C:9]1[CH:10]=[C:11]([CH:17]2[CH:21]([CH2:20][C:22]([F:25])([F:24])[F:23])[NH:18]2)[CH:12]=[CH:13][C:14]=1[O:15][CH3:16]. The catalyst class is: 1. (4) Reactant: C([O:8][C:9]1[CH:46]=[CH:45][C:12]([O:13][CH2:14][C@@H:15]([OH:44])[CH2:16][NH:17][CH2:18][CH2:19][C:20]2[CH:43]=[CH:42][C:23]([NH:24][CH:25]3[CH2:30][CH2:29][N:28]([C:31]([NH:33][CH2:34][CH2:35][CH2:36][CH2:37][CH2:38][CH2:39][CH2:40][CH3:41])=[O:32])[CH2:27][CH2:26]3)=[CH:22][CH:21]=2)=[CH:11][CH:10]=1)C1C=CC=CC=1.[H][H].[CH2:49]([OH:51])[CH3:50]. Product: [CH2:34]([NH:33][C:31]([N:28]1[CH2:27][CH2:26][CH:25]([N:24]([C:49](=[O:51])[CH3:50])[C:23]2[CH:42]=[CH:43][C:20]([CH2:19][CH2:18][NH:17][CH2:16][C@H:15]([OH:44])[CH2:14][O:13][C:12]3[CH:11]=[CH:10][C:9]([OH:8])=[CH:46][CH:45]=3)=[CH:21][CH:22]=2)[CH2:30][CH2:29]1)=[O:32])[CH2:35][CH2:36][CH2:37][CH2:38][CH2:39][CH2:40][CH3:41]. The catalyst class is: 45. (5) Reactant: [O:1]1[CH2:6][CH2:5][N:4]([C:7]2[N:12]=[CH:11][C:10]([C:13]3[CH:14]=[N:15][NH:16][C:17]=3[NH2:18])=[CH:9][CH:8]=2)[CH2:3][CH2:2]1.[O:19]1[CH2:24][CH2:23][O:22][C:21]2[CH:25]=[C:26]([C:29](=O)[CH2:30][C:31](OCC)=[O:32])[CH:27]=[CH:28][C:20]1=2. Product: [O:19]1[CH2:24][CH2:23][O:22][C:21]2[CH:25]=[C:26]([C:29]3[NH:18][C:17]4[N:16]([N:15]=[CH:14][C:13]=4[C:10]4[CH:11]=[N:12][C:7]([N:4]5[CH2:3][CH2:2][O:1][CH2:6][CH2:5]5)=[CH:8][CH:9]=4)[C:31](=[O:32])[CH:30]=3)[CH:27]=[CH:28][C:20]1=2. The catalyst class is: 15. (6) The catalyst class is: 15. Product: [BrH:17].[CH3:1][CH:2]1[CH2:3][NH:4][CH2:5][CH2:6][C:7](=[O:9])[CH2:8]1. Reactant: [CH3:1][CH:2]1[CH2:8][C:7](=[O:9])[CH2:6][CH2:5][N:4](C(OC(C)(C)C)=O)[CH2:3]1.[BrH:17].